Task: Predict the reaction yield, written as a fraction of the theoretical maximum amount of product (1.0 means a 100% yield; for example, 0.34 means a 34% yield).. Dataset: Reaction yield outcomes from USPTO patents with 853,638 reactions (1) The reactants are [OH:1][CH2:2][CH:3]([NH:8][S:9]([C:12]1[CH:17]=[CH:16][C:15]([O:18][CH3:19])=[CH:14][CH:13]=1)(=[O:11])=[O:10])[C:4]([O:6][CH3:7])=[O:5].[H-].[Na+].[N+:22]([C:25]1[CH:32]=[CH:31][CH:30]=[CH:29][C:26]=1[CH2:27]Br)([O-:24])=[O:23]. The catalyst is CN(C)C=O.C(OCC)(=O)C.O. The product is [OH:1][CH2:2][CH:3]([N:8]([S:9]([C:12]1[CH:13]=[CH:14][C:15]([O:18][CH3:19])=[CH:16][CH:17]=1)(=[O:11])=[O:10])[CH2:27][C:26]1[CH:29]=[CH:30][CH:31]=[CH:32][C:25]=1[N+:22]([O-:24])=[O:23])[C:4]([O:6][CH3:7])=[O:5]. The yield is 0.610. (2) The reactants are CO.C([O-])([O-])=O.[K+].[K+].C(OC)(C)(C)C.C([O:18][C@H:19]([C:43]([N:45]1[CH2:49][C:48]([F:51])([F:50])[C:47]([CH3:53])([CH3:52])[C@H:46]1[C:54](=[O:58])[NH:55][CH2:56][CH3:57])=[O:44])[C@@H:20]([NH:28][C:29]([C:31]1[C:32]([CH3:42])=[C:33]([O:38]C(=O)C)[CH:34]=[C:35]([CH3:37])[CH:36]=1)=[O:30])[CH2:21][C:22]1[CH:27]=[CH:26][CH:25]=[CH:24][CH:23]=1)(=O)C. The catalyst is C(OCC)(=O)C.Cl. The product is [CH2:56]([NH:55][C:54](=[O:58])[C@@H:46]1[C:47]([CH3:53])([CH3:52])[C:48]([F:51])([F:50])[CH2:49][N:45]1[C:43](=[O:44])[C@@H:19]([OH:18])[C@@H:20]([NH:28][C:29](=[O:30])[C:31]1[CH:36]=[C:35]([CH3:37])[CH:34]=[C:33]([OH:38])[C:32]=1[CH3:42])[CH2:21][C:22]1[CH:27]=[CH:26][CH:25]=[CH:24][CH:23]=1)[CH3:57]. The yield is 0.791. (3) The reactants are [OH:1][C@@H:2]1[C@H:7]([OH:8])[CH2:6][CH2:5][CH2:4][C@H:3]1[N:9]1[C:17](=[O:18])[C:16]2[C:11](=[CH:12][CH:13]=[CH:14][CH:15]=2)[C:10]1=[O:19].[C:20]1(C)[CH:25]=CC(S(O)(=O)=O)=C[CH:21]=1. The catalyst is CC(C)=O. The product is [CH3:21][C:20]1([CH3:25])[O:8][C@@H:7]2[CH2:6][CH2:5][CH2:4][C@@H:3]([N:9]3[C:10](=[O:19])[C:11]4[C:16](=[CH:15][CH:14]=[CH:13][CH:12]=4)[C:17]3=[O:18])[C@@H:2]2[O:1]1. The yield is 0.968.